From a dataset of Forward reaction prediction with 1.9M reactions from USPTO patents (1976-2016). Predict the product of the given reaction. (1) Given the reactants [O:1]1[C:5]([C:6]([OH:8])=O)=[CH:4][CH:3]=[N:2]1.F[P-](F)(F)(F)(F)F.N1(OC(N(C)C)=[N+](C)C)C2N=CC=CC=2N=N1.C(N(C(C)C)CC)(C)C.[OH:42][S:43]([C:46]([F:49])([F:48])[F:47])(=[O:45])=[O:44].OS(C(F)(F)F)(=O)=O.[C:58]1([N:64]2[CH2:69][CH2:68][N:67]([C:70]3[N:71]=[C:72]([NH:79][CH:80]4[CH2:84][CH2:83][CH2:82][CH:81]4[NH2:85])[C:73]4[S:78][CH2:77][CH2:76][C:74]=4[N:75]=3)[CH2:66][CH2:65]2)[CH:63]=[CH:62][CH:61]=[CH:60][CH:59]=1, predict the reaction product. The product is: [OH:45][S:43]([C:46]([F:49])([F:48])[F:47])(=[O:44])=[O:42].[C:58]1([N:64]2[CH2:65][CH2:66][N:67]([C:70]3[N:71]=[C:72]([NH:79][C@H:80]4[CH2:84][CH2:83][CH2:82][C@@H:81]4[NH:85][C:6]([C:5]4[O:1][N:2]=[CH:3][CH:4]=4)=[O:8])[C:73]4[S:78][CH2:77][CH2:76][C:74]=4[N:75]=3)[CH2:68][CH2:69]2)[CH:59]=[CH:60][CH:61]=[CH:62][CH:63]=1. (2) The product is: [NH2:8][CH2:9][CH2:10][N:11]([CH2:12][C:13]([OH:15])=[O:14])[CH2:16][C:17]([OH:19])=[O:18]. Given the reactants C(OC([NH:8][CH2:9][CH2:10][N:11]([CH2:16][C:17]([OH:19])=[O:18])[CH2:12][C:13]([OH:15])=[O:14])=O)(C)(C)C.C(O)(C(F)(F)F)=O.C1(C)C=CC=CC=1.C(OCC)(=O)C, predict the reaction product. (3) Given the reactants Cl[CH2:2][C:3]([N:5]1[C:13]2[C:8](=[CH:9][C:10]([O:17][CH3:18])=[C:11]([N+:14]([O-:16])=[O:15])[CH:12]=2)[CH2:7][CH2:6]1)=[O:4].C(=O)([O-])[O-].[K+].[K+].O1CCCC1.Cl.[CH3:31][NH:32][CH3:33], predict the reaction product. The product is: [CH3:31][N:32]([CH3:33])[CH2:2][C:3]([N:5]1[C:13]2[C:8](=[CH:9][C:10]([O:17][CH3:18])=[C:11]([N+:14]([O-:16])=[O:15])[CH:12]=2)[CH2:7][CH2:6]1)=[O:4]. (4) Given the reactants [N:1]1[CH:6]=[CH:5][CH:4]=[CH:3][C:2]=1[CH:7](O)[CH3:8].CC(C)([O-:13])C.[K+].F[C:17]1[CH:22]=[CH:21][C:20]([NH:23][C:24]([C:26]2[C:27]([C:33]3[CH:38]=[CH:37][C:36]([C:39]([F:42])([F:41])[F:40])=[CH:35][CH:34]=3)=[CH:28][C:29]([CH3:32])=[CH:30][CH:31]=2)=[O:25])=[CH:19][C:18]=1[N+:43]([O-:45])=[O:44].C(OCC)(=O)C, predict the reaction product. The product is: [CH3:32][C:29]1[CH:28]=[C:27]([C:33]2[CH:38]=[CH:37][C:36]([C:39]([F:42])([F:41])[F:40])=[CH:35][CH:34]=2)[C:26]([C:24]([NH:23][C:20]2[CH:21]=[CH:22][C:17]([O:13][CH2:8][CH2:7][C:2]3[CH:3]=[CH:4][CH:5]=[CH:6][N:1]=3)=[C:18]([N+:43]([O-:45])=[O:44])[CH:19]=2)=[O:25])=[CH:31][CH:30]=1. (5) Given the reactants C(OC([NH:8][C@@H:9]([C:20]1[CH:25]=[CH:24][C:23]([O:26][C:27]2[C:36]3[C:31](=[CH:32][C:33]([O:39][CH3:40])=[C:34]([O:37][CH3:38])[CH:35]=3)[N:30]=[CH:29][N:28]=2)=[CH:22][CH:21]=1)[C:10]([NH:12][C:13]1[S:14][C:15]([CH3:19])=[C:16]([CH3:18])[N:17]=1)=[O:11])=O)(C)(C)C.FC(F)(F)C(O)=O, predict the reaction product. The product is: [NH2:8][C@@H:9]([C:20]1[CH:25]=[CH:24][C:23]([O:26][C:27]2[C:36]3[C:31](=[CH:32][C:33]([O:39][CH3:40])=[C:34]([O:37][CH3:38])[CH:35]=3)[N:30]=[CH:29][N:28]=2)=[CH:22][CH:21]=1)[C:10]([NH:12][C:13]1[S:14][C:15]([CH3:19])=[C:16]([CH3:18])[N:17]=1)=[O:11]. (6) Given the reactants [CH2:1]([NH2:5])[CH2:2][CH2:3][CH3:4].[Cl:6][C:7]1[CH:12]=[CH:11][C:10]([CH2:13][S:14](Cl)(=[O:16])=[O:15])=[CH:9][CH:8]=1, predict the reaction product. The product is: [CH2:1]([NH:5][S:14]([CH2:13][C:10]1[CH:11]=[CH:12][C:7]([Cl:6])=[CH:8][CH:9]=1)(=[O:15])=[O:16])[CH2:2][CH2:3][CH3:4]. (7) Given the reactants O[CH2:2][C@@H:3]([NH2:8])[CH:4]([CH3:7])[CH2:5][CH3:6].COC(=O)[C@H]([C@H](CC)C)N.OCCN.[C:23]([C:25]1[CH:30]=[CH:29][C:28]([N:31]=[C:32]=[S:33])=[C:27]([CH2:34][CH3:35])[CH:26]=1)#[N:24], predict the reaction product. The product is: [C:23]([C:25]1[CH:30]=[CH:29][C:28]([N:31]=[C:32]2[NH:8][C@@H:3]([CH:4]([CH2:5][CH3:6])[CH3:7])[CH2:2][S:33]2)=[C:27]([CH2:34][CH3:35])[CH:26]=1)#[N:24].